This data is from Forward reaction prediction with 1.9M reactions from USPTO patents (1976-2016). The task is: Predict the product of the given reaction. (1) Given the reactants Cl[C:2]1[CH:7]=[C:6]([N+:8]([O-])=O)[CH:5]=[CH:4][C:3]=1[C:11](=[O:13])[CH3:12].Cl.[OH2:15].[CH3:16]O, predict the reaction product. The product is: [NH2:8][C:6]1[CH:5]=[CH:4][C:3]([C:11](=[O:13])[CH3:12])=[CH:2][C:7]=1[O:15][CH3:16]. (2) Given the reactants [Br:1][C:2]1[C:7]([CH3:8])=[C:6]([CH3:9])[NH:5][C:4](=[O:10])[CH:3]=1.CI.[C:13]([O-])([O-])=O.[K+].[K+], predict the reaction product. The product is: [Br:1][C:2]1[C:7]([CH3:8])=[C:6]([CH3:9])[N:5]([CH3:13])[C:4](=[O:10])[CH:3]=1.[Br:1][C:2]1[C:7]([CH3:8])=[C:6]([CH3:9])[NH:5][C:4](=[O:10])[CH:3]=1. (3) Given the reactants [Cl:1][C:2]([Cl:9])([Cl:8])[C:3]([N:5]=[C:6]=[O:7])=[O:4].[NH2:10][C:11]1[S:12][CH:13]=[CH:14][C:15]=1[C:16]([NH2:18])=[O:17].C(OCC)C, predict the reaction product. The product is: [Cl:1][C:2]([Cl:9])([Cl:8])[C:3]([NH:5][C:6](=[O:7])[NH:10][C:11]1[S:12][CH:13]=[CH:14][C:15]=1[C:16]([NH2:18])=[O:17])=[O:4]. (4) Given the reactants C([N:8]1[CH2:13][CH:12]([CH3:14])[CH:11]([OH:15])[C:10]([CH3:17])([CH3:16])[CH2:9]1)C1C=CC=CC=1, predict the reaction product. The product is: [OH:15][CH:11]1[CH:12]([CH3:14])[CH2:13][NH:8][CH2:9][C:10]1([CH3:17])[CH3:16].